From a dataset of NCI-60 drug combinations with 297,098 pairs across 59 cell lines. Regression. Given two drug SMILES strings and cell line genomic features, predict the synergy score measuring deviation from expected non-interaction effect. (1) Drug 1: CCC1=CC2CC(C3=C(CN(C2)C1)C4=CC=CC=C4N3)(C5=C(C=C6C(=C5)C78CCN9C7C(C=CC9)(C(C(C8N6C)(C(=O)OC)O)OC(=O)C)CC)OC)C(=O)OC.C(C(C(=O)O)O)(C(=O)O)O. Drug 2: CC1=CC2C(CCC3(C2CCC3(C(=O)C)OC(=O)C)C)C4(C1=CC(=O)CC4)C. Cell line: LOX IMVI. Synergy scores: CSS=60.3, Synergy_ZIP=16.1, Synergy_Bliss=14.5, Synergy_Loewe=-40.3, Synergy_HSA=15.5. (2) Drug 1: CC(C1=C(C=CC(=C1Cl)F)Cl)OC2=C(N=CC(=C2)C3=CN(N=C3)C4CCNCC4)N. Drug 2: CC(C)(C#N)C1=CC(=CC(=C1)CN2C=NC=N2)C(C)(C)C#N. Cell line: HOP-92. Synergy scores: CSS=9.99, Synergy_ZIP=2.26, Synergy_Bliss=3.86, Synergy_Loewe=3.93, Synergy_HSA=3.98. (3) Drug 1: CC1CC2CCC3C(=C)CC(O3)CCC45CC6C(O4)C7C(O6)C(O5)C8C(O7)CCC(O8)CC(=O)CC9C(CC(C1=C)O2)OC(C9OC)CC(CN)O.CS(=O)(=O)O. Drug 2: CC1C(C(CC(O1)OC2CC(CC3=C2C(=C4C(=C3O)C(=O)C5=CC=CC=C5C4=O)O)(C(=O)C)O)N)O. Cell line: MALME-3M. Synergy scores: CSS=60.7, Synergy_ZIP=-6.43, Synergy_Bliss=-7.28, Synergy_Loewe=-3.80, Synergy_HSA=-2.62. (4) Drug 1: C1CC(C1)(C(=O)O)C(=O)O.[NH2-].[NH2-].[Pt+2]. Drug 2: CC(C)(C#N)C1=CC(=CC(=C1)CN2C=NC=N2)C(C)(C)C#N. Cell line: SK-MEL-28. Synergy scores: CSS=7.74, Synergy_ZIP=-4.23, Synergy_Bliss=-6.13, Synergy_Loewe=-4.13, Synergy_HSA=-4.15. (5) Drug 1: CN1CCC(CC1)COC2=C(C=C3C(=C2)N=CN=C3NC4=C(C=C(C=C4)Br)F)OC. Cell line: OVCAR-5. Drug 2: CC1=C(C=C(C=C1)NC2=NC=CC(=N2)N(C)C3=CC4=NN(C(=C4C=C3)C)C)S(=O)(=O)N.Cl. Synergy scores: CSS=20.4, Synergy_ZIP=-3.99, Synergy_Bliss=3.71, Synergy_Loewe=-12.0, Synergy_HSA=1.91. (6) Drug 1: C#CCC(CC1=CN=C2C(=N1)C(=NC(=N2)N)N)C3=CC=C(C=C3)C(=O)NC(CCC(=O)O)C(=O)O. Drug 2: CN(C(=O)NC(C=O)C(C(C(CO)O)O)O)N=O. Cell line: A549. Synergy scores: CSS=-4.38, Synergy_ZIP=1.80, Synergy_Bliss=-1.85, Synergy_Loewe=-1.27, Synergy_HSA=-5.79.